This data is from Reaction yield outcomes from USPTO patents with 853,638 reactions. The task is: Predict the reaction yield, written as a fraction of the theoretical maximum amount of product (1.0 means a 100% yield; for example, 0.34 means a 34% yield). (1) The reactants are Br[C:2]1[CH:19]=[CH:18][C:17]2=[CH:20][C:3]=1[CH2:4][N:5]([CH3:55])[C:6](=[O:54])[CH:7]([NH:28][C:29]1[CH:30]=[C:31]3[C:36](=[CH:37][CH:38]=1)[C:35]([N:39]([C:47]([O:49][C:50]([CH3:53])([CH3:52])[CH3:51])=[O:48])[C:40](=[O:46])[O:41][C:42]([CH3:45])([CH3:44])[CH3:43])=[N:34][CH:33]=[CH:32]3)[C:8]1[CH:25]=[C:24]([CH3:26])[C:11]([C:12]([F:23])([F:22])[CH2:13][O:14][C:15](=[O:21])[NH:16]2)=[C:10]([CH3:27])[CH:9]=1.CS(C)=O.C1C=CC(P(C2C=CC=CC=2)CCCP(C2C=CC=CC=2)C2C=CC=CC=2)=CC=1.[C]=O. The catalyst is C([O-])(=O)C.[Pd+2].C([O-])(=O)C.CO. The product is [C:50]([O:49][C:47]([N:39]([C:40]([O:41][C:42]([CH3:45])([CH3:43])[CH3:44])=[O:46])[C:35]1[C:36]2[C:31](=[CH:30][C:29]([NH:28][CH:7]3[C:6](=[O:54])[N:5]([CH3:55])[CH2:4][C:3]4[CH:20]=[C:17]([CH:18]=[CH:19][C:2]=4[C:15]([O:14][CH3:13])=[O:21])[NH:16][C:15](=[O:21])[O:14][CH2:13][C:12]([F:22])([F:23])[C:11]4[C:10]([CH3:27])=[CH:9][C:8]3=[CH:25][C:24]=4[CH3:26])=[CH:38][CH:37]=2)[CH:32]=[CH:33][N:34]=1)=[O:48])([CH3:51])([CH3:53])[CH3:52]. The yield is 0.750. (2) The reactants are [Cl:1][C:2]1[CH:38]=[CH:37][C:5]([CH2:6][O:7][C:8]2[C:9]([O:35][CH3:36])=[CH:10][C:11]([CH:14]([C:16]3[C:24]4[C:19](=[N:20][CH:21]=[CH:22][CH:23]=4)[N:18]([Si](C(C)C)(C(C)C)C(C)C)[CH:17]=3)[OH:15])=[N:12][CH:13]=2)=[CH:4][CH:3]=1.CC(OI1(OC(C)=O)(OC(C)=O)OC(=O)C2C=CC=CC1=2)=O. The catalyst is O1CCCC1. The product is [Cl:1][C:2]1[CH:38]=[CH:37][C:5]([CH2:6][O:7][C:8]2[C:9]([O:35][CH3:36])=[CH:10][C:11]([C:14]([C:16]3[C:24]4[C:19](=[N:20][CH:21]=[CH:22][CH:23]=4)[NH:18][CH:17]=3)=[O:15])=[N:12][CH:13]=2)=[CH:4][CH:3]=1. The yield is 0.250. (3) The reactants are [CH2:1]([S:8]([N:11]1[CH2:16][CH2:15][CH:14]([NH:17][C:18]2[CH:19]=[C:20]([C:24]3[S:28][C:27](C(OC)=O)=[C:26]([NH:33]C(=O)C(F)(F)F)[C:25]=3[CH3:40])[CH:21]=[CH:22][CH:23]=2)[CH2:13][CH2:12]1)(=[O:10])=[O:9])[C:2]1[CH:7]=[CH:6][CH:5]=[CH:4][CH:3]=1.[OH-].[Na+].Cl.N. The catalyst is CCO.O.C(Cl)Cl. The product is [NH2:33][C:26]1[C:25]([CH3:40])=[C:24]([C:20]2[CH:19]=[C:18]([NH:17][CH:14]3[CH2:15][CH2:16][N:11]([S:8]([CH2:1][C:2]4[CH:7]=[CH:6][CH:5]=[CH:4][CH:3]=4)(=[O:10])=[O:9])[CH2:12][CH2:13]3)[CH:23]=[CH:22][CH:21]=2)[S:28][CH:27]=1. The yield is 0.990. (4) The reactants are [CH3:1][S:2](Cl)(=[O:4])=[O:3].C(N(C(C)C)CC)(C)C.[O:15]1[C:19]2[CH:20]=[CH:21][C:22]([C:24]3[N:28]=[C:27]([CH:29]4[CH2:34][CH2:33][NH:32][CH2:31][CH2:30]4)[NH:26][C:25]=3[C:35]3[CH:40]=[CH:39][CH:38]=[C:37]([CH3:41])[N:36]=3)=[CH:23][C:18]=2[O:17][CH2:16]1. The catalyst is C1COCC1. The product is [O:15]1[C:19]2[CH:20]=[CH:21][C:22]([C:24]3[N:28]=[C:27]([CH:29]4[CH2:30][CH2:31][N:32]([S:2]([CH3:1])(=[O:4])=[O:3])[CH2:33][CH2:34]4)[NH:26][C:25]=3[C:35]3[CH:40]=[CH:39][CH:38]=[C:37]([CH3:41])[N:36]=3)=[CH:23][C:18]=2[O:17][CH2:16]1. The yield is 0.250. (5) The reactants are [CH3:1][C:2]1[O:6][N:5]=[C:4]([C:7](Cl)=[O:8])[CH:3]=1.[N-:10]=[N+:11]=[N-:12].[Na+]. The catalyst is CC(C)=O.O. The product is [CH3:1][C:2]1[O:6][N:5]=[C:4]([C:7]([N:10]=[N+:11]=[N-:12])=[O:8])[CH:3]=1. The yield is 0.920. (6) The reactants are C([O:8][C:9](=[O:45])[CH2:10][C@@H:11]([N:25]1[CH:29]=[CH:28][C:27]([C:30]2[CH:35]=[CH:34][C:33]([C:36]3[CH:41]=[CH:40][C:39]([C:42](=[O:44])[NH2:43])=[CH:38][CH:37]=3)=[CH:32][CH:31]=2)=[CH:26]1)[C:12]([NH:14][C@@H:15]([CH2:18][C:19]1[CH:24]=[CH:23][CH:22]=[CH:21][CH:20]=1)[CH2:16][OH:17])=[O:13])C1C=CC=CC=1.C([C@H](NC(=O)[C@H](N1C=CC(C2C=CC(C3C=CC(C(=O)N)=CC=3)=CC=2)=C1)CC(O)=O)CO)C1C=CC=CC=1.[K+].[Br-]. The catalyst is C(Cl)(Cl)Cl. The product is [CH2:18]([CH:15]([NH:14][C:12](=[O:13])[C@H:11]([N:25]1[CH:29]=[CH:28][C:27]([C:30]2[CH:35]=[CH:34][C:33]([C:36]3[CH:41]=[CH:40][C:39]([C:42](=[O:44])[NH2:43])=[CH:38][CH:37]=3)=[CH:32][CH:31]=2)=[CH:26]1)[CH2:10][C:9]([OH:45])=[O:8])[CH2:16][OH:17])[C:19]1[CH:24]=[CH:23][CH:22]=[CH:21][CH:20]=1. The yield is 0.950. (7) The reactants are [F:1][C:2]1[CH:3]=[CH:4][C:5]([CH3:15])=[C:6]2[C:10]=1[N:9]([CH2:11][CH2:12][O:13][CH3:14])[CH:8]=[CH:7]2.[C:16](O[C:16]([C:18]([F:21])([F:20])[F:19])=[O:17])([C:18]([F:21])([F:20])[F:19])=[O:17]. The catalyst is CN(C=O)C. The product is [F:19][C:18]([F:21])([F:20])[C:16]([C:7]1[C:6]2[C:10](=[C:2]([F:1])[CH:3]=[CH:4][C:5]=2[CH3:15])[N:9]([CH2:11][CH2:12][O:13][CH3:14])[CH:8]=1)=[O:17]. The yield is 0.670. (8) The reactants are [NH2:1][C:2]1[N:7]=[CH:6][N:5]=[C:4]2[N:8]([C@@H:27]3[CH2:32][CH2:31][CH2:30][N:29](C(OC(C)(C)C)=O)[CH2:28]3)[N:9]=[C:10]([C:11]3[CH:16]=[CH:15][C:14]([O:17][C:18]4[CH:23]=[CH:22][CH:21]=[C:20]([F:24])[C:19]=4[F:25])=[CH:13][C:12]=3[F:26])[C:3]=12. The catalyst is C(Cl)Cl.C(O)(C(F)(F)F)=O. The product is [F:25][C:19]1[C:20]([F:24])=[CH:21][CH:22]=[CH:23][C:18]=1[O:17][C:14]1[CH:15]=[CH:16][C:11]([C:10]2[C:3]3[C:4](=[N:5][CH:6]=[N:7][C:2]=3[NH2:1])[N:8]([C@@H:27]3[CH2:32][CH2:31][CH2:30][NH:29][CH2:28]3)[N:9]=2)=[C:12]([F:26])[CH:13]=1. The yield is 0.800. (9) The reactants are [C:1]([O:5][C:6]([NH:8][C@H:9]([C:22]([O:24][CH3:25])=[O:23])[CH2:10][C:11]1[S:12][C:13]([CH2:16][CH2:17][CH2:18][CH:19]([OH:21])[CH3:20])=[CH:14][CH:15]=1)=[O:7])([CH3:4])([CH3:3])[CH3:2].[Cr](O[Cr]([O-])(=O)=O)([O-])(=O)=O.[NH+]1C=CC=CC=1.[NH+]1C=CC=CC=1. No catalyst specified. The product is [C:1]([O:5][C:6]([NH:8][C@H:9]([C:22]([O:24][CH3:25])=[O:23])[CH2:10][C:11]1[S:12][C:13]([CH2:16][CH2:17][CH2:18][C:19](=[O:21])[CH3:20])=[CH:14][CH:15]=1)=[O:7])([CH3:4])([CH3:2])[CH3:3]. The yield is 0.680.